Dataset: Forward reaction prediction with 1.9M reactions from USPTO patents (1976-2016). Task: Predict the product of the given reaction. (1) Given the reactants CO[N:3]=[C:4]1[C:12]2[C:7](=[CH:8][C:9]([C:13]([CH3:16])([CH3:15])[CH3:14])=[CH:10][CH:11]=2)[CH2:6][CH2:5]1.N.[H][H], predict the reaction product. The product is: [C:13]([C:9]1[CH:8]=[C:7]2[C:12](=[CH:11][CH:10]=1)[CH:4]([NH2:3])[CH2:5][CH2:6]2)([CH3:16])([CH3:14])[CH3:15]. (2) The product is: [F:29][C:17]1([F:16])[O:21][C:20]2[CH:22]=[CH:23][CH:24]=[C:25]([C:26]([N:12]3[CH2:13][CH2:14][C:15]4[N:7]([C:1]5[CH:2]=[CH:3][CH:4]=[CH:5][CH:6]=5)[CH:8]=[N:9][C:10]=4[CH2:11]3)=[O:27])[C:19]=2[O:18]1. Given the reactants [C:1]1([N:7]2[C:15]3[CH2:14][CH2:13][NH:12][CH2:11][C:10]=3[N:9]=[CH:8]2)[CH:6]=[CH:5][CH:4]=[CH:3][CH:2]=1.[F:16][C:17]1([F:29])[O:21][C:20]2[CH:22]=[CH:23][CH:24]=[C:25]([C:26](Cl)=[O:27])[C:19]=2[O:18]1, predict the reaction product. (3) Given the reactants C[O:2][C:3]1[CH:4]=[C:5]([C:9]2[CH:17]=[C:16]3[C:12]([C:13]([C:18]4[NH:22][C:21]5[CH:23]=[CH:24][CH:25]=[CH:26][C:20]=5[N:19]=4)=[N:14][NH:15]3)=[CH:11][CH:10]=2)[CH:6]=[CH:7][CH:8]=1.COC1C=C(B(O)O)C=CC=1.COC1C=C(O)C=CC=1C1C=C2C(C(C3NC4C=CC=CC=4N=3)=NN2)=CC=1, predict the reaction product. The product is: [NH:22]1[C:21]2[CH:23]=[CH:24][CH:25]=[CH:26][C:20]=2[N:19]=[C:18]1[C:13]1[C:12]2[C:16](=[CH:17][C:9]([C:5]3[CH:6]=[CH:7][CH:8]=[C:3]([OH:2])[CH:4]=3)=[CH:10][CH:11]=2)[NH:15][N:14]=1. (4) The product is: [Br:6][C:7]1[CH:15]=[C:14]([CH3:16])[C:13]([Br:17])=[CH:12][C:8]=1[C:9]([O:11][CH3:18])=[O:10]. Given the reactants S(=O)(=O)(O)O.[Br:6][C:7]1[CH:15]=[C:14]([CH3:16])[C:13]([Br:17])=[CH:12][C:8]=1[C:9]([OH:11])=[O:10].[CH3:18]O, predict the reaction product. (5) Given the reactants [CH3:1][C:2]1[N:3](COCC[Si](C)(C)C)[N:4]=[C:5]2[C:10]=1[CH:9]=[C:8]([C:11]([F:14])([F:13])[F:12])[CH:7]=[C:6]2[CH:15]([O:17][CH2:18][C:19]1([C:32]2[CH:37]=[CH:36][CH:35]=[CH:34][CH:33]=2)[CH2:24][CH2:23][N:22]([C:25]([O:27][C:28]([CH3:31])([CH3:30])[CH3:29])=[O:26])[CH2:21][CH2:20]1)[CH3:16].FC(F)(F)C(O)=O.C(Cl)Cl.C(=O)(OC(C)(C)C)OC(C)(C)C.C(N(CC)CC)C, predict the reaction product. The product is: [CH3:1][C:2]1[C:10]2[C:5](=[C:6]([CH:15]([O:17][CH2:18][C:19]3([C:32]4[CH:33]=[CH:34][CH:35]=[CH:36][CH:37]=4)[CH2:24][CH2:23][N:22]([C:25]([O:27][C:28]([CH3:31])([CH3:29])[CH3:30])=[O:26])[CH2:21][CH2:20]3)[CH3:16])[CH:7]=[C:8]([C:11]([F:14])([F:13])[F:12])[CH:9]=2)[NH:4][N:3]=1.